From a dataset of Full USPTO retrosynthesis dataset with 1.9M reactions from patents (1976-2016). Predict the reactants needed to synthesize the given product. Given the product [CH2:23]([N:25]([CH2:26][C:27]1[CH:32]=[CH:31][CH:30]=[CH:29][N:28]=1)[C:20](=[O:22])[CH2:19][N:11]([S:8]([C:3]1[C:2]([CH3:1])=[CH:7][CH:6]=[CH:5][N:4]=1)(=[O:9])=[O:10])[C:12]1[CH:13]=[CH:14][C:15]([CH3:18])=[CH:16][CH:17]=1)[CH3:24], predict the reactants needed to synthesize it. The reactants are: [CH3:1][C:2]1[C:3]([S:8]([N:11]([CH2:19][C:20]([OH:22])=O)[C:12]2[CH:17]=[CH:16][C:15]([CH3:18])=[CH:14][CH:13]=2)(=[O:10])=[O:9])=[N:4][CH:5]=[CH:6][CH:7]=1.[CH2:23]([NH:25][CH2:26][C:27]1[CH:32]=[CH:31][CH:30]=[CH:29][N:28]=1)[CH3:24].